This data is from Peptide-MHC class II binding affinity with 134,281 pairs from IEDB. The task is: Regression. Given a peptide amino acid sequence and an MHC pseudo amino acid sequence, predict their binding affinity value. This is MHC class II binding data. (1) The peptide sequence is VQNTVEDLKLNTLGR. The MHC is HLA-DPA10301-DPB10402 with pseudo-sequence HLA-DPA10301-DPB10402. The binding affinity (normalized) is 0.545. (2) The peptide sequence is ITYGETGGNSPVQEF. The MHC is DRB1_1302 with pseudo-sequence DRB1_1302. The binding affinity (normalized) is 0.122. (3) The peptide sequence is LQFRRIRGPRASVIP. The MHC is DRB3_0101 with pseudo-sequence DRB3_0101. The binding affinity (normalized) is 0.00916. (4) The MHC is HLA-DQA10201-DQB10402 with pseudo-sequence HLA-DQA10201-DQB10402. The binding affinity (normalized) is 0.422. The peptide sequence is LMVVVIPEPGQQRSI. (5) The peptide sequence is STALQELLIQQWIQF. The MHC is DRB1_0101 with pseudo-sequence DRB1_0101. The binding affinity (normalized) is 0.551. (6) The peptide sequence is QFKPEEITGIMKDFD. The MHC is HLA-DPA10201-DPB11401 with pseudo-sequence HLA-DPA10201-DPB11401. The binding affinity (normalized) is 0.0518.